This data is from Full USPTO retrosynthesis dataset with 1.9M reactions from patents (1976-2016). The task is: Predict the reactants needed to synthesize the given product. Given the product [CH2:15]([C:17]1([CH2:21][O:22][CH2:1][CH2:2][CH2:3][OH:4])[CH2:20][O:19][CH2:18]1)[CH3:16], predict the reactants needed to synthesize it. The reactants are: [CH2:1](O)[CH2:2][CH2:3][OH:4].[OH-].[Na+].C1(C)C=CC=CC=1.[CH2:15]([C:17]1([CH2:21][O:22]S(C)(=O)=O)[CH2:20][O:19][CH2:18]1)[CH3:16].